Predict the product of the given reaction. From a dataset of Forward reaction prediction with 1.9M reactions from USPTO patents (1976-2016). Given the reactants [CH3:1][O:2][C:3]1[CH:4]=[C:5]([CH2:11][C:12]([N:14]2[C@@H:18]([CH:19]([CH3:21])[CH3:20])[CH2:17][O:16][C:15]2=[O:22])=[O:13])[CH:6]=[C:7]([O:9][CH3:10])[CH:8]=1.IC.[CH3:25]CCCCC, predict the reaction product. The product is: [CH3:1][O:2][C:3]1[CH:4]=[C:5]([C@H:11]([CH3:25])[C:12]([N:14]2[C@@H:18]([CH:19]([CH3:20])[CH3:21])[CH2:17][O:16][C:15]2=[O:22])=[O:13])[CH:6]=[C:7]([O:9][CH3:10])[CH:8]=1.